This data is from Forward reaction prediction with 1.9M reactions from USPTO patents (1976-2016). The task is: Predict the product of the given reaction. (1) The product is: [Br:13][C:14]1[CH:19]=[CH:18][C:17]([S:20][C:2]2[C:11]3[C:6](=[CH:7][CH:8]=[CH:9][CH:10]=3)[C:5](=[O:12])[NH:4][N:3]=2)=[CH:16][CH:15]=1. Given the reactants Cl[C:2]1[C:11]2[C:6](=[CH:7][CH:8]=[CH:9][CH:10]=2)[C:5](=[O:12])[NH:4][N:3]=1.[Br:13][C:14]1[CH:19]=[CH:18][C:17]([SH:20])=[CH:16][CH:15]=1, predict the reaction product. (2) Given the reactants [BH4-].[Na+].[CH2:3]([C:10]1([OH:27])[CH2:26][C:12]2([CH2:15][N:14]([CH2:16][C:17]([C:19]3[CH:24]=[CH:23][C:22]([OH:25])=[CH:21][CH:20]=3)=[O:18])[CH2:13]2)[CH2:11]1)[C:4]1[CH:9]=[CH:8][CH:7]=[CH:6][CH:5]=1, predict the reaction product. The product is: [CH2:3]([C:10]1([OH:27])[CH2:11][C:12]2([CH2:13][N:14]([CH2:16][CH:17]([OH:18])[C:19]3[CH:20]=[CH:21][C:22]([OH:25])=[CH:23][CH:24]=3)[CH2:15]2)[CH2:26]1)[C:4]1[CH:9]=[CH:8][CH:7]=[CH:6][CH:5]=1. (3) Given the reactants [CH3:1][C:2]([CH:4]=O)=O.[Br:6][C:7]1[CH:12]=[CH:11][C:10]([Br:13])=[C:9]([NH2:14])[C:8]=1[NH2:15], predict the reaction product. The product is: [Br:6][C:7]1[CH:12]=[CH:11][C:10]([Br:13])=[C:9]2[C:8]=1[N:15]=[CH:1][C:2]([CH3:4])=[N:14]2. (4) Given the reactants [Br:1][C:2]1[CH:7]=[C:6]([F:8])[C:5]([C:9](=O)[CH3:10])=[C:4]([F:12])[CH:3]=1.[NH3:13].[BH4-].[Na+].[OH-].[NH4+], predict the reaction product. The product is: [Br:1][C:2]1[CH:7]=[C:6]([F:8])[C:5]([CH:9]([NH2:13])[CH3:10])=[C:4]([F:12])[CH:3]=1.